The task is: Predict the product of the given reaction.. This data is from Forward reaction prediction with 1.9M reactions from USPTO patents (1976-2016). (1) Given the reactants COC([C:5]1[N:9]([C:10]([CH3:29])([CH2:12][CH2:13][N:14](C(OC(C)(C)C)=O)[C:15]([O:17]C(C)(C)C)=O)[CH3:11])[C:8]2[CH:30]=[C:31]([C:34]([O:36][CH2:37][C:38]3[CH:43]=[CH:42][CH:41]=[CH:40][CH:39]=3)=[O:35])[CH:32]=[CH:33][C:7]=2[N:6]=1)=O.C(O)(C(F)(F)F)=O.C(N(CC)CC)C, predict the reaction product. The product is: [CH3:11][C:10]1([CH3:29])[N:9]2[C:5](=[N:6][C:7]3[CH:33]=[CH:32][C:31]([C:34]([O:36][CH2:37][C:38]4[CH:39]=[CH:40][CH:41]=[CH:42][CH:43]=4)=[O:35])=[CH:30][C:8]=32)[C:15](=[O:17])[NH:14][CH2:13][CH2:12]1. (2) The product is: [CH2:1]([O:4][C:5]1[C:13]([Br:14])=[CH:12][C:8]([C:9]([O:11][CH3:20])=[O:10])=[C:7]([Cl:15])[CH:6]=1)[CH:2]=[CH2:3]. Given the reactants [CH2:1]([O:4][C:5]1[C:13]([Br:14])=[CH:12][C:8]([C:9]([OH:11])=[O:10])=[C:7]([Cl:15])[CH:6]=1)[CH:2]=[CH2:3].O=S(Cl)Cl.[CH3:20]O, predict the reaction product. (3) Given the reactants [F:1][C:2]([F:9])([F:8])[C:3]([O:5]CC)=O.C[O-].[Na+].[F:13][C:14]1[CH:19]=[CH:18][C:17]([C:20](=[O:22])[CH3:21])=[CH:16][CH:15]=1.Cl, predict the reaction product. The product is: [F:9][C:2]([F:1])([F:8])[C:3](=[O:5])[CH2:21][C:20]([C:17]1[CH:18]=[CH:19][C:14]([F:13])=[CH:15][CH:16]=1)=[O:22]. (4) Given the reactants Cl.[C:2]1([C:8]2[CH:12]=[C:11]([CH2:13][N:14]3[CH2:19][CH2:18][CH:17]([CH2:20][C:21](Cl)=[O:22])[CH2:16][CH2:15]3)[O:10][N:9]=2)[CH:7]=[CH:6][CH:5]=[CH:4][CH:3]=1.[NH2:24][C:25]1[C:30]([C:31]#[N:32])=[C:29]([O:33][CH2:34][CH3:35])[N:28]=[C:27]([NH2:36])[CH:26]=1, predict the reaction product. The product is: [NH2:24][C:25]1[C:30]([C:31]#[N:32])=[C:29]([O:33][CH2:34][CH3:35])[N:28]=[C:27]([NH:36][C:21](=[O:22])[CH2:20][CH:17]2[CH2:18][CH2:19][N:14]([CH2:13][C:11]3[O:10][N:9]=[C:8]([C:2]4[CH:7]=[CH:6][CH:5]=[CH:4][CH:3]=4)[CH:12]=3)[CH2:15][CH2:16]2)[CH:26]=1. (5) Given the reactants [C:1]([Cl:4])(=O)C.[NH2:5][C:6]1[CH:7]=[C:8]([CH:12]=[CH:13][C:14]=1[OH:15])[C:9]([OH:11])=[O:10], predict the reaction product. The product is: [ClH:4].[CH3:1][O:10][C:9](=[O:11])[C:8]1[CH:12]=[CH:13][C:14]([OH:15])=[C:6]([NH2:5])[CH:7]=1. (6) The product is: [Cl:12][C:13]1[C:21]([I:22])=[CH:20][C:16]([C:17]([NH:39][C:38]2[CH:40]=[CH:41][C:35]([O:34][C:33]([F:32])([F:42])[F:43])=[CH:36][CH:37]=2)=[O:19])=[CH:15][N:14]=1. Given the reactants CN(C=O)C.C(Cl)(=O)C(Cl)=O.[Cl:12][C:13]1[C:21]([I:22])=[CH:20][C:16]([C:17]([OH:19])=O)=[CH:15][N:14]=1.CCN(C(C)C)C(C)C.[F:32][C:33]([F:43])([F:42])[O:34][C:35]1[CH:41]=[CH:40][C:38]([NH2:39])=[CH:37][CH:36]=1.C(O)(=O)CC(CC(O)=O)(C(O)=O)O, predict the reaction product. (7) Given the reactants [CH2:1]([O:3]N)[CH3:2].Cl.C(Cl)Cl.[BH3-][C:10]#[N:11].[Na+].Cl.N1[CH:19]=[CH:18][CH:17]=[CH:16][CH:15]=1, predict the reaction product. The product is: [CH2:1]([O:3][NH:11][CH2:10][C:15]1[CH:19]=[CH:18][C:17]2[C:17](=[CH:18][CH:19]=[CH:15][CH:16]=2)[CH:16]=1)[CH3:2]. (8) Given the reactants [NH:1]1[CH2:6][CH2:5][CH:4]([CH2:7][CH2:8][OH:9])[CH2:3][CH2:2]1.C(N(CC)C(C)C)(C)C.[C:19]([Si:23]([CH3:26])([CH3:25])[Cl:24])([CH3:22])([CH3:21])[CH3:20], predict the reaction product. The product is: [ClH:24].[C:19]([Si:23]([CH3:26])([CH3:25])[O:9][CH2:8][CH2:7][CH:4]1[CH2:5][CH2:6][NH:1][CH2:2][CH2:3]1)([CH3:22])([CH3:21])[CH3:20].